From a dataset of TCR-epitope binding with 47,182 pairs between 192 epitopes and 23,139 TCRs. Binary Classification. Given a T-cell receptor sequence (or CDR3 region) and an epitope sequence, predict whether binding occurs between them. (1) The epitope is RAKFKQLL. The TCR CDR3 sequence is CASSWDGNTEAFF. Result: 1 (the TCR binds to the epitope). (2) The epitope is FLNGSCGSV. The TCR CDR3 sequence is CASSTSNTEAFF. Result: 1 (the TCR binds to the epitope). (3) The epitope is FLNGSCGSV. The TCR CDR3 sequence is CASSLGMDKNTEAFF. Result: 0 (the TCR does not bind to the epitope). (4) The TCR CDR3 sequence is CASSQTGLAEETQYF. Result: 1 (the TCR binds to the epitope). The epitope is ALSKGVHFV. (5) The epitope is FLPRVFSAV. The TCR CDR3 sequence is CSGWTGGIETQYF. Result: 1 (the TCR binds to the epitope).